Dataset: Reaction yield outcomes from USPTO patents with 853,638 reactions. Task: Predict the reaction yield, written as a fraction of the theoretical maximum amount of product (1.0 means a 100% yield; for example, 0.34 means a 34% yield). (1) The reactants are Cl[C:2]1[N:7]=[C:6]([CH3:8])[C:5]([CH:9]([CH2:14][CH2:15][CH3:16])[C:10]([O:12][CH3:13])=[O:11])=[C:4]([C:17]2[CH:22]=[CH:21][C:20]([CH3:23])=[CH:19][CH:18]=2)[N:3]=1.[Cl:24][C:25]1[CH:30]=[CH:29][CH:28]=[CH:27][C:26]=1B(O)O.C(N(CC)C(C)C)(C)C. The catalyst is COCCOC.O.C1C=CC([P]([Pd]([P](C2C=CC=CC=2)(C2C=CC=CC=2)C2C=CC=CC=2)([P](C2C=CC=CC=2)(C2C=CC=CC=2)C2C=CC=CC=2)[P](C2C=CC=CC=2)(C2C=CC=CC=2)C2C=CC=CC=2)(C2C=CC=CC=2)C2C=CC=CC=2)=CC=1. The product is [Cl:24][C:25]1[CH:30]=[CH:29][CH:28]=[CH:27][C:26]=1[C:2]1[N:7]=[C:6]([CH3:8])[C:5]([CH:9]([CH2:14][CH2:15][CH3:16])[C:10]([O:12][CH3:13])=[O:11])=[C:4]([C:17]2[CH:22]=[CH:21][C:20]([CH3:23])=[CH:19][CH:18]=2)[N:3]=1. The yield is 0.810. (2) The reactants are [C:1]([C:4]1[C:9]([NH:10][C:11]([C:13]2[S:14][CH:15]=[C:16]([CH:18]3[CH2:21][CH2:20][CH2:19]3)[N:17]=2)=O)=[C:8]([Cl:22])[C:7]([O:23][CH3:24])=[CH:6][CH:5]=1)(=[O:3])[CH3:2].C(C1N=C(C2C=C(O)C3C(=CC(OC)=CC=3)N=2)SC=1)(C)C. No catalyst specified. The product is [Cl:22][C:8]1[C:7]([O:23][CH3:24])=[CH:6][CH:5]=[C:4]2[C:9]=1[N:10]=[C:11]([C:13]1[S:14][CH:15]=[C:16]([CH:18]3[CH2:21][CH2:20][CH2:19]3)[N:17]=1)[CH:2]=[C:1]2[OH:3]. The yield is 0.840. (3) The reactants are [NH2:1][C:2]1[CH:7]=[CH:6][C:5]([OH:8])=[CH:4][CH:3]=1.[CH3:9][S:10](Cl)(=[O:12])=[O:11]. The catalyst is CO. The product is [OH:8][C:5]1[CH:6]=[CH:7][C:2]([NH:1][S:10]([CH3:9])(=[O:12])=[O:11])=[CH:3][CH:4]=1. The yield is 0.286. (4) The reactants are C(OC([NH:11][C@H:12]([C:24]1[CH:29]=[CH:28][CH:27]=[CH:26][CH:25]=1)[C:13]([NH:15][CH2:16][C:17]([O:19][C:20]([CH3:23])([CH3:22])[CH3:21])=[O:18])=[O:14])=O)C1C=CC=CC=1. The catalyst is CCO.C1(C)C=CC=CC=1.[Pd]. The product is [NH2:11][C@H:12]([C:24]1[CH:25]=[CH:26][CH:27]=[CH:28][CH:29]=1)[C:13]([NH:15][CH2:16][C:17]([O:19][C:20]([CH3:22])([CH3:23])[CH3:21])=[O:18])=[O:14]. The yield is 0.990. (5) The yield is 0.740. The product is [Cl:41][C:32]1[CH:33]=[C:34]([S:37](=[O:40])(=[O:39])[NH2:38])[CH:35]=[CH:36][C:31]=1[NH:30][C:28](=[O:29])[CH2:27][S:8][C:5]1[N:4]([C:9]2[C:18]3[C:13](=[CH:14][CH:15]=[CH:16][CH:17]=3)[C:12]([CH3:19])=[CH:11][CH:10]=2)[C:3]([CH2:2][F:1])=[N:7][N:6]=1. The catalyst is CN(C=O)C. The reactants are [F:1][CH2:2][C:3]1[N:4]([C:9]2[C:18]3[C:13](=[CH:14][CH:15]=[CH:16][CH:17]=3)[C:12]([CH3:19])=[CH:11][CH:10]=2)[C:5]([SH:8])=[N:6][N:7]=1.C([O-])([O-])=O.[K+].[K+].Cl[CH2:27][C:28]([NH:30][C:31]1[CH:36]=[CH:35][C:34]([S:37](=[O:40])(=[O:39])[NH2:38])=[CH:33][C:32]=1[Cl:41])=[O:29].O. (6) The reactants are [Br:1][C:2]1[CH:3]=[C:4]2[C:9](=[CH:10][CH:11]=1)[N:8]=[CH:7][C:6]([N+:12]([O-:14])=[O:13])=[C:5]2CC1C=CC(C(C)(C)C#N)=CC=1.[NH2:27][C:28]1[CH:33]=[CH:32][C:31]([C:34]([CH3:38])([CH3:37])[C:35]#[N:36])=[CH:30][CH:29]=1. The catalyst is C(O)(=O)C. The product is [Br:1][C:2]1[CH:3]=[C:4]2[C:9](=[CH:10][CH:11]=1)[N:8]=[CH:7][C:6]([N+:12]([O-:14])=[O:13])=[C:5]2[NH:27][C:28]1[CH:29]=[CH:30][C:31]([C:34]([CH3:38])([CH3:37])[C:35]#[N:36])=[CH:32][CH:33]=1. The yield is 0.890. (7) The reactants are [NH2:1][CH2:2][CH2:3][CH2:4][CH:5]1[CH2:10][CH2:9][C:8]([N:17]([CH3:19])[CH3:18])([C:11]2[CH:16]=[CH:15][CH:14]=[CH:13][CH:12]=2)[CH2:7][CH2:6]1.C1([O:26][C:27](=O)[NH:28][CH2:29][CH2:30][C:31]2[C:39]3[C:34](=[CH:35][CH:36]=[CH:37][CH:38]=3)[NH:33][CH:32]=2)C=CC=CC=1. The catalyst is O1CCOCC1. The product is [CH3:18][N:17]([CH3:19])[C:8]1([C:11]2[CH:12]=[CH:13][CH:14]=[CH:15][CH:16]=2)[CH2:7][CH2:6][CH:5]([CH2:4][CH2:3][CH2:2][NH:1][C:27]([NH:28][CH2:29][CH2:30][C:31]2[C:39]3[C:34](=[CH:35][CH:36]=[CH:37][CH:38]=3)[NH:33][CH:32]=2)=[O:26])[CH2:10][CH2:9]1. The yield is 0.180. (8) The reactants are CS([C:4]1[O:5][C:6]2[C:11]([C:12](=[O:15])[C:13]=1[CH3:14])=[CH:10][CH:9]=[CH:8][CH:7]=2)=O.[NH2:16][CH2:17][C:18]1[CH:23]=[CH:22][C:21]([CH2:24][CH2:25][CH2:26][CH2:27][OH:28])=[CH:20][CH:19]=1.CN(C=O)C. The catalyst is C(#N)C. The product is [OH:28][CH2:27][CH2:26][CH2:25][CH2:24][C:21]1[CH:20]=[CH:19][C:18]([CH2:17][NH:16][C:4]2[O:5][C:6]3[C:11]([C:12](=[O:15])[C:13]=2[CH3:14])=[CH:10][CH:9]=[CH:8][CH:7]=3)=[CH:23][CH:22]=1. The yield is 0.200.